This data is from Reaction yield outcomes from USPTO patents with 853,638 reactions. The task is: Predict the reaction yield, written as a fraction of the theoretical maximum amount of product (1.0 means a 100% yield; for example, 0.34 means a 34% yield). (1) The reactants are [CH2:1]([O:3][C:4]([C:6]1[C:7]([CH3:22])=[C:8]([C:15]([O:17][C:18]([CH3:21])([CH3:20])[CH3:19])=[O:16])[NH:9][C:10]=1[CH2:11][CH2:12][CH2:13][OH:14])=[O:5])[CH3:2].C(N(CC)CC)C.[CH3:30][S:31](Cl)(=[O:33])=[O:32]. The catalyst is ClCCl. The product is [CH2:1]([O:3][C:4]([C:6]1[C:7]([CH3:22])=[C:8]([C:15]([O:17][C:18]([CH3:21])([CH3:20])[CH3:19])=[O:16])[NH:9][C:10]=1[CH2:11][CH2:12][CH2:13][O:14][S:31]([CH3:30])(=[O:33])=[O:32])=[O:5])[CH3:2]. The yield is 0.990. (2) The reactants are C(N(C(C)C)CC)(C)C.[CH2:10]([O:12][C:13]([C:15]1([NH:20][C:21]([CH:23]2[CH2:27][CH:26]([OH:28])[CH2:25][CH:24]2[C:29]([OH:31])=O)=[O:22])[CH2:17][CH:16]1[CH:18]=[CH2:19])=[O:14])[CH3:11].CN(C(ON1N=NC2C=CC=NC1=2)=[N+](C)C)C.F[P-](F)(F)(F)(F)F.[CH3:56][NH:57][CH2:58][CH2:59][CH2:60][CH2:61][CH:62]=[CH2:63].CCN(C(C)C)C(C)C. The catalyst is C(Cl)Cl.CN(C=O)C. The product is [CH2:10]([O:12][C:13]([C:15]1([NH:20][C:21]([CH:23]2[CH2:27][CH:26]([OH:28])[CH2:25][CH:24]2[C:29](=[O:31])[N:57]([CH2:58][CH2:59][CH2:60][CH2:61][CH:62]=[CH2:63])[CH3:56])=[O:22])[CH2:17][CH:16]1[CH:18]=[CH2:19])=[O:14])[CH3:11]. The yield is 0.740.